From a dataset of NCI-60 drug combinations with 297,098 pairs across 59 cell lines. Regression. Given two drug SMILES strings and cell line genomic features, predict the synergy score measuring deviation from expected non-interaction effect. (1) Cell line: SNB-19. Synergy scores: CSS=38.9, Synergy_ZIP=-6.85, Synergy_Bliss=-9.34, Synergy_Loewe=-22.5, Synergy_HSA=-5.86. Drug 2: C1=NC2=C(N1)C(=S)N=CN2. Drug 1: CC1C(C(=O)NC(C(=O)N2CCCC2C(=O)N(CC(=O)N(C(C(=O)O1)C(C)C)C)C)C(C)C)NC(=O)C3=C4C(=C(C=C3)C)OC5=C(C(=O)C(=C(C5=N4)C(=O)NC6C(OC(=O)C(N(C(=O)CN(C(=O)C7CCCN7C(=O)C(NC6=O)C(C)C)C)C)C(C)C)C)N)C. (2) Drug 1: CN(C)N=NC1=C(NC=N1)C(=O)N. Drug 2: CCCS(=O)(=O)NC1=C(C(=C(C=C1)F)C(=O)C2=CNC3=C2C=C(C=N3)C4=CC=C(C=C4)Cl)F. Cell line: NCIH23. Synergy scores: CSS=-2.80, Synergy_ZIP=0.873, Synergy_Bliss=-0.895, Synergy_Loewe=-5.68, Synergy_HSA=-4.68. (3) Drug 1: C1=NC2=C(N1)C(=S)N=C(N2)N. Drug 2: CCCCC(=O)OCC(=O)C1(CC(C2=C(C1)C(=C3C(=C2O)C(=O)C4=C(C3=O)C=CC=C4OC)O)OC5CC(C(C(O5)C)O)NC(=O)C(F)(F)F)O. Cell line: T-47D. Synergy scores: CSS=8.41, Synergy_ZIP=-5.93, Synergy_Bliss=-4.25, Synergy_Loewe=-5.24, Synergy_HSA=-4.65.